Dataset: Reaction yield outcomes from USPTO patents with 853,638 reactions. Task: Predict the reaction yield, written as a fraction of the theoretical maximum amount of product (1.0 means a 100% yield; for example, 0.34 means a 34% yield). (1) The yield is 0.450. The product is [CH2:6]([N:13]1[CH2:14][CH2:15][CH:16]([N:19]([CH2:27][C:28]2[N:29]=[C:30]([CH2:52][N:53]([CH3:54])[S:2]([CH3:1])(=[O:4])=[O:3])[N:31]([C:33]([C:46]3[CH:51]=[CH:50][CH:49]=[CH:48][CH:47]=3)([C:40]3[CH:41]=[CH:42][CH:43]=[CH:44][CH:45]=3)[C:34]3[CH:35]=[CH:36][CH:37]=[CH:38][CH:39]=3)[CH:32]=2)[C:20](=[O:26])[O:21][C:22]([CH3:25])([CH3:24])[CH3:23])[CH2:17][CH2:18]1)[C:7]1[CH:8]=[CH:9][CH:10]=[CH:11][CH:12]=1. The catalyst is C1COCC1. The reactants are [CH3:1][S:2](Cl)(=[O:4])=[O:3].[CH2:6]([N:13]1[CH2:18][CH2:17][CH:16]([N:19]([CH2:27][C:28]2[N:29]=[C:30]([CH2:52][NH:53][CH3:54])[N:31]([C:33]([C:46]3[CH:51]=[CH:50][CH:49]=[CH:48][CH:47]=3)([C:40]3[CH:45]=[CH:44][CH:43]=[CH:42][CH:41]=3)[C:34]3[CH:39]=[CH:38][CH:37]=[CH:36][CH:35]=3)[CH:32]=2)[C:20](=[O:26])[O:21][C:22]([CH3:25])([CH3:24])[CH3:23])[CH2:15][CH2:14]1)[C:7]1[CH:12]=[CH:11][CH:10]=[CH:9][CH:8]=1.C(N(CC)CC)C. (2) The reactants are CC(C)([O-])C.[K+].[CH:7]1[C:16]2[C:11](=[CH:12][CH:13]=[CH:14][CH:15]=2)[CH:10]=[CH:9][C:8]=1[C:17]1([C:22]2[CH:27]=[CH:26][CH:25]=[CH:24][CH:23]=2)[CH2:19][C:18]1(Br)[CH3:20].O. The catalyst is CS(C)=O. The product is [CH:7]1[C:16]2[C:11](=[CH:12][CH:13]=[CH:14][CH:15]=2)[CH:10]=[CH:9][C:8]=1[C:17]1([C:22]2[CH:27]=[CH:26][CH:25]=[CH:24][CH:23]=2)[CH2:19][C:18]1=[CH2:20]. The yield is 0.670. (3) The reactants are [OH:1][CH:2]([C:7]1[CH:17]=[CH:16][C:10]([C:11]([O:13][CH2:14][CH3:15])=[O:12])=[CH:9][CH:8]=1)[CH2:3][CH:4]([CH3:6])[CH3:5].ClCCl.CS(C)=O.C(N(CC)CC)C. The catalyst is [Cl-].[Na+].O. The product is [CH3:6][CH:4]([CH3:5])[CH2:3][C:2]([C:7]1[CH:8]=[CH:9][C:10]([C:11]([O:13][CH2:14][CH3:15])=[O:12])=[CH:16][CH:17]=1)=[O:1]. The yield is 0.800.